From a dataset of Forward reaction prediction with 1.9M reactions from USPTO patents (1976-2016). Predict the product of the given reaction. Given the reactants [F:1][C:2]1[CH:7]=[CH:6][C:5]([CH2:8][C:9]2[CH:18]=[C:17]3[C:12]([C:13]([OH:36])=[C:14]([C:31](OCC)=[O:32])[C:15](=[O:30])[N:16]3[CH2:19][CH2:20][CH2:21][N:22]3[CH2:28][CH2:27][CH2:26][CH2:25][CH2:24][C:23]3=[O:29])=[N:11][CH:10]=2)=[CH:4][CH:3]=1.[NH2:37][CH2:38][CH2:39][CH2:40][N:41]1[CH2:45][CH2:44][CH2:43][C:42]1=[O:46], predict the reaction product. The product is: [F:1][C:2]1[CH:3]=[CH:4][C:5]([CH2:8][C:9]2[CH:18]=[C:17]3[C:12]([C:13]([OH:36])=[C:14]([C:31]([NH:37][CH2:38][CH2:39][CH2:40][N:41]4[CH2:45][CH2:44][CH2:43][C:42]4=[O:46])=[O:32])[C:15](=[O:30])[N:16]3[CH2:19][CH2:20][CH2:21][N:22]3[CH2:28][CH2:27][CH2:26][CH2:25][CH2:24][C:23]3=[O:29])=[N:11][CH:10]=2)=[CH:6][CH:7]=1.